This data is from Reaction yield outcomes from USPTO patents with 853,638 reactions. The task is: Predict the reaction yield, written as a fraction of the theoretical maximum amount of product (1.0 means a 100% yield; for example, 0.34 means a 34% yield). (1) The reactants are [CH3:1][O:2][C:3]([CH:5]1[CH2:9][CH:8]([CH2:10][OH:11])[CH2:7][N:6]1[C:12]([O:14][C:15]([CH3:18])([CH3:17])[CH3:16])=[O:13])=[O:4].[F:19][C:20]([F:28])(S(F)(=O)=O)C(O)=O. The catalyst is CC#N.[Cu]I. The product is [CH3:1][O:2][C:3]([CH:5]1[CH2:9][CH:8]([CH2:10][O:11][CH:20]([F:28])[F:19])[CH2:7][N:6]1[C:12]([O:14][C:15]([CH3:18])([CH3:17])[CH3:16])=[O:13])=[O:4]. The yield is 0.570. (2) The reactants are [N+:1]([C:4]1[S:8][C:7]([C:9]([OH:11])=O)=[CH:6][CH:5]=1)([O-:3])=[O:2].[NH2:12][C:13]1[CH:14]=[N:15][CH:16]=[CH:17][C:18]=1[OH:19].C([O-])([O-])=O.[Na+].[Na+]. The catalyst is O=S(Cl)Cl.N1C=CC=CC=1.O. The product is [OH:19][C:18]1[CH:17]=[CH:16][N:15]=[CH:14][C:13]=1[NH:12][C:9]([C:7]1[S:8][C:4]([N+:1]([O-:3])=[O:2])=[CH:5][CH:6]=1)=[O:11]. The yield is 0.920. (3) The reactants are [ClH:1].[NH2:2][C:3]([C:5]1[O:6][C:7]2[CH:22]=[CH:21][C:20]([Br:23])=[CH:19][C:8]=2[C:9]=1[NH:10][C:11]([CH:13]1[CH2:18][CH2:17][CH2:16][CH2:15][NH:14]1)=O)=[O:4].[OH-].[Na+].Cl. The catalyst is C(O)C. The product is [ClH:1].[Br:23][C:20]1[CH:21]=[CH:22][C:7]2[O:6][C:5]3[C:3](=[O:4])[NH:2][C:11]([CH:13]4[CH2:18][CH2:17][CH2:16][CH2:15][NH:14]4)=[N:10][C:9]=3[C:8]=2[CH:19]=1. The yield is 0.330.